This data is from Catalyst prediction with 721,799 reactions and 888 catalyst types from USPTO. The task is: Predict which catalyst facilitates the given reaction. Reactant: C(O[C:6]([N:8]1[CH2:30][CH2:29][C:11]2([C:15](=[O:16])[N:14]([C:17]3[C:26]4[C:21](=[CH:22][CH:23]=[C:24]([O:27][CH3:28])[N:25]=4)[N:20]=[CH:19][CH:18]=3)[CH2:13][CH2:12]2)[CH2:10][CH2:9]1)=O)(C)(C)C.FC(F)(F)C(O)=O.C(=O)([O-])[O-].[K+].[K+].ClC[C:46]([C:48]1[CH:49]=[CH:50][C:51]2[O:56][CH2:55][C:54](=[O:57])[NH:53][C:52]=2[CH:58]=1)=[O:47].[I-].[Na+]. Product: [CH3:28][O:27][C:24]1[N:25]=[C:26]2[C:21](=[CH:22][CH:23]=1)[N:20]=[CH:19][CH:18]=[C:17]2[N:14]1[CH2:13][CH2:12][C:11]2([CH2:29][CH2:30][N:8]([CH2:6][C:46]([C:48]3[CH:49]=[CH:50][C:51]4[O:56][CH2:55][C:54](=[O:57])[NH:53][C:52]=4[CH:58]=3)=[O:47])[CH2:9][CH2:10]2)[C:15]1=[O:16]. The catalyst class is: 4.